Task: Predict the product of the given reaction.. Dataset: Forward reaction prediction with 1.9M reactions from USPTO patents (1976-2016) Given the reactants [NH:1]1[CH2:6][CH2:5][O:4][C@@H:3]([C:7]2[CH:12]=[CH:11][C:10]([NH:13][C:14]3[CH:19]=[CH:18][CH:17]=[CH:16][N:15]=3)=[CH:9][CH:8]=2)[CH2:2]1.Cl[C:21]1[N:22]([CH3:34])[C:23](=[O:33])[CH:24]=[C:25]([C:27]2[CH:32]=[CH:31][N:30]=[CH:29][CH:28]=2)[N:26]=1.C(N(CC)CC)C, predict the reaction product. The product is: [CH3:34][N:22]1[C:23](=[O:33])[CH:24]=[C:25]([C:27]2[CH:32]=[CH:31][N:30]=[CH:29][CH:28]=2)[N:26]=[C:21]1[N:1]1[CH2:6][CH2:5][O:4][C@@H:3]([C:7]2[CH:8]=[CH:9][C:10]([NH:13][C:14]3[CH:19]=[CH:18][CH:17]=[CH:16][N:15]=3)=[CH:11][CH:12]=2)[CH2:2]1.